This data is from Plasma protein binding rate (PPBR) regression data from AstraZeneca. The task is: Regression/Classification. Given a drug SMILES string, predict its absorption, distribution, metabolism, or excretion properties. Task type varies by dataset: regression for continuous measurements (e.g., permeability, clearance, half-life) or binary classification for categorical outcomes (e.g., BBB penetration, CYP inhibition). For this dataset (ppbr_az), we predict Y. (1) The Y is 99.7 %. The molecule is Cc1ncc(NC(=O)c2cc(NC(=O)c3cc(F)cc(C(F)(F)F)c3)ccc2Cl)s1. (2) The drug is CC(C)Cc1c(C(=O)C(N)=O)c2c(OCC(=O)NS(C)(=O)=O)cccc2n1Cc1ccccc1. The Y is 97.5 %. (3) The drug is c1cc(-c2ccc3nc(Nc4ccc(OCCN5CCCC5)cc4)ncc3c2)ccn1. The Y is 97.2 %. (4) The compound is O=c1cc(N2CCOCC2)nc2n(Cc3cccc(Cl)c3Cl)ccn12. The Y is 96.3 %. (5) The molecule is CN[C@@H](C)C(=O)N[C@H](C(=O)N[C@H]1CCCN(CCc2ccccc2)C1)C(C)(C)C. The Y is 49.4 %. (6) The drug is Cc1nnc(-c2ccc(N3CCC(Oc4cc(F)ccc4Cl)CC3)nn2)o1. The Y is 98.2 %. (7) The molecule is NS(=O)(=O)c1cc2c(cc1Cl)NCNS2(=O)=O. The Y is 72.0 %. (8) The Y is 79.5 %. The molecule is CCc1[nH]c2nc(Sc3cnc4ccc[n+]([O-])c4c3)nc(N3CC[C@@H](N)C3)c2c1Cl.